Dataset: Full USPTO retrosynthesis dataset with 1.9M reactions from patents (1976-2016). Task: Predict the reactants needed to synthesize the given product. (1) Given the product [C:8]([C:7]1[CH:6]=[CH:5][C:4]([C:3]2[N:1]=[CH:2][O:22][C:23]=2[C:24]([O:26][CH2:27][CH3:28])=[O:25])=[CH:11][CH:10]=1)#[N:9], predict the reactants needed to synthesize it. The reactants are: [N+:1]([CH:3](S(C1C=CC(C)=CC=1)(=O)=O)[C:4]1[CH:11]=[CH:10][C:7]([C:8]#[N:9])=[CH:6][CH:5]=1)#[C-:2].[O:22]=[CH:23][C:24]([O:26][CH2:27][CH3:28])=[O:25].N1CCNCC1. (2) Given the product [CH:34]1[C:33]2[N:27]([C:25]3[CH:24]=[CH:23][C:21]4[O:22][C:17]5[CH:16]=[C:15]([N:14]6[C:12]7[CH:46]=[CH:45][CH:44]=[CH:11][C:10]=7[C:13]7[C:56]6=[CH:51][CH:52]=[CH:53][CH:54]=7)[CH:29]=[CH:28][C:18]=5[O:19][C:20]=4[CH:26]=3)[C:42]3[C:37](=[CH:38][CH:39]=[CH:40][CH:41]=3)[C:32]=2[CH:31]=[CH:36][CH:35]=1, predict the reactants needed to synthesize it. The reactants are: [C:10](P([C:10]([CH3:13])([CH3:12])[CH3:11])[C:10]([CH3:13])([CH3:12])[CH3:11])([CH3:13])([CH3:12])[CH3:11].[NH2:14][C:15]1[CH:29]=[CH:28][C:18]2[O:19][C:20]3[CH:26]=[C:25]([NH2:27])[CH:24]=[CH:23][C:21]=3[O:22][C:17]=2[CH:16]=1.Br[C:31]1[CH:36]=[CH:35][CH:34]=[CH:33][C:32]=1[C:37]1[CH:42]=[CH:41][CH:40]=[CH:39][C:38]=1Br.[CH3:44][C:45](C)([O-])[CH3:46].[Na+].C1(C)[C:51]([CH3:56])=[CH:52][CH:53]=[CH:54]C=1. (3) Given the product [F:33][C:2]1([F:1])[CH2:6][CH2:5][C@@H:4]([C@@:7]([OH:32])([C:24]2[CH:29]=[CH:28][C:27]([CH2:30][O:31][C:43](=[O:45])[CH3:44])=[CH:26][CH:25]=2)[C:8]([O:10][CH:11]2[CH2:12][CH2:13][N:14]([C:17]([O:19][C:20]([CH3:23])([CH3:22])[CH3:21])=[O:18])[CH2:15][CH2:16]2)=[O:9])[CH2:3]1, predict the reactants needed to synthesize it. The reactants are: [F:1][C:2]1([F:33])[CH2:6][CH2:5][C@@H:4]([C@@:7]([OH:32])([C:24]2[CH:29]=[CH:28][C:27]([CH2:30][OH:31])=[CH:26][CH:25]=2)[C:8]([O:10][CH:11]2[CH2:16][CH2:15][N:14]([C:17]([O:19][C:20]([CH3:23])([CH3:22])[CH3:21])=[O:18])[CH2:13][CH2:12]2)=[O:9])[CH2:3]1.CN(C1C=CC=CN=1)C.[C:43](OC(=O)C)(=[O:45])[CH3:44].